This data is from Forward reaction prediction with 1.9M reactions from USPTO patents (1976-2016). The task is: Predict the product of the given reaction. (1) Given the reactants [CH3:1][S-:2].[Na+].[Cl:4][C:5]1[N:10]=[C:9](Cl)[N:8]=[C:7]([CH3:12])[N:6]=1.C1(C)C=CC=CC=1, predict the reaction product. The product is: [Cl:4][C:5]1[N:6]=[C:7]([CH3:12])[N:8]=[C:9]([S:2][CH3:1])[N:10]=1. (2) Given the reactants [CH2:1]([NH:8][C:9]1[CH:14]=[CH:13][C:12]([C:15]2[CH:19]=[C:18]([CH2:20][OH:21])[O:17][N:16]=2)=[CH:11][CH:10]=1)[C:2]1[CH:7]=[CH:6][CH:5]=[CH:4][CH:3]=1.C1N=C[N:24]([C:27](N2C=NC=C2)=[O:28])C=1.[OH-].[NH4+], predict the reaction product. The product is: [CH2:1]([NH:8][C:9]1[CH:14]=[CH:13][C:12]([C:15]2[CH:19]=[C:18]([CH2:20][O:21][C:27](=[O:28])[NH2:24])[O:17][N:16]=2)=[CH:11][CH:10]=1)[C:2]1[CH:7]=[CH:6][CH:5]=[CH:4][CH:3]=1.